From a dataset of Catalyst prediction with 721,799 reactions and 888 catalyst types from USPTO. Predict which catalyst facilitates the given reaction. Reactant: N1C=CC=CC=1.C1COCC1.CCOC(C)=O.[Si:18]([O:22]S(C(F)(F)F)(=O)=O)([CH3:21])([CH3:20])[CH3:19]. Product: [Si:18]([O:22][Si:18]([CH3:21])([CH3:20])[CH3:19])([CH3:21])([CH3:20])[CH3:19]. The catalyst class is: 5.